From a dataset of Forward reaction prediction with 1.9M reactions from USPTO patents (1976-2016). Predict the product of the given reaction. (1) Given the reactants [OH:1][CH2:2][CH2:3][C:4]1[CH:9]=[CH:8][C:7]([CH2:10][CH2:11][C:12]2[N:13]=[C:14]([NH:17][C:18](=[O:20])[CH3:19])[S:15][CH:16]=2)=[CH:6][CH:5]=1.[C:21]([N:28]1C=CN=C1)(N1C=CN=C1)=[O:22].[C:33]([O:37][C:38]([CH3:41])([CH3:40])[CH3:39])(=[O:36])[NH:34]N, predict the reaction product. The product is: [NH:28]([C:21]([O:1][CH2:2][CH2:3][C:4]1[CH:9]=[CH:8][C:7]([CH2:10][CH2:11][C:12]2[N:13]=[C:14]([NH:17][C:18](=[O:20])[CH3:19])[S:15][CH:16]=2)=[CH:6][CH:5]=1)=[O:22])[NH:34][C:33]([O:37][C:38]([CH3:41])([CH3:40])[CH3:39])=[O:36]. (2) Given the reactants [CH:1]([C:3]1[CH:18]=[CH:17][C:6]([O:7][C:8]2[CH:16]=[CH:15][C:11]([C:12]([NH2:14])=[O:13])=[CH:10][N:9]=2)=[C:5]([O:19][CH3:20])[CH:4]=1)=O.[S:21]1[CH:25]=[CH:24][CH:23]=[C:22]1[CH2:26][CH2:27][NH2:28], predict the reaction product. The product is: [CH3:20][O:19][C:5]1[CH:4]=[C:3]([CH2:1][NH:28][CH2:27][CH2:26][C:22]2[S:21][CH:25]=[CH:24][CH:23]=2)[CH:18]=[CH:17][C:6]=1[O:7][C:8]1[CH:16]=[CH:15][C:11]([C:12]([NH2:14])=[O:13])=[CH:10][N:9]=1.